Predict the product of the given reaction. From a dataset of Forward reaction prediction with 1.9M reactions from USPTO patents (1976-2016). Given the reactants C[O:2][C:3](=O)[CH2:4][C:5](=O)[CH3:6].Br[CH2:10][C:11]([C:13]1[CH:18]=[C:17]([O:19][CH3:20])[CH:16]=[CH:15][C:14]=1[O:21][CH3:22])=O.[CH2:23]([NH2:31])[CH2:24][C:25]1[CH:30]=[CH:29][CH:28]=[CH:27][CH:26]=1.[N:32]1([NH2:38])[CH2:37][CH2:36][CH2:35][CH2:34][CH2:33]1, predict the reaction product. The product is: [N:32]1([NH:38][C:3]([C:4]2[CH:10]=[C:11]([C:13]3[CH:18]=[C:17]([O:19][CH3:20])[CH:16]=[CH:15][C:14]=3[O:21][CH3:22])[N:31]([CH2:23][CH2:24][C:25]3[CH:30]=[CH:29][CH:28]=[CH:27][CH:26]=3)[C:5]=2[CH3:6])=[O:2])[CH2:37][CH2:36][CH2:35][CH2:34][CH2:33]1.